From a dataset of Reaction yield outcomes from USPTO patents with 853,638 reactions. Predict the reaction yield, written as a fraction of the theoretical maximum amount of product (1.0 means a 100% yield; for example, 0.34 means a 34% yield). The reactants are [C:1]([N:4]1[C:13]2[C:8](=[CH:9][CH:10]=[CH:11][CH:12]=2)[C@@H:7]([OH:14])[CH2:6][C@@H:5]1[CH3:15])(=[O:3])[CH3:2].[F:16][C:17]1[CH:18]=[C:19]([CH:21]=[CH:22][C:23]=1[F:24])N. No catalyst specified. The product is [C:1]([N:4]1[C:13]2[C:8](=[CH:9][CH:10]=[CH:11][CH:12]=2)[C@H:7]([O:14][C:21]2[CH:19]=[CH:18][C:17]([F:16])=[C:23]([F:24])[CH:22]=2)[CH2:6][C@@H:5]1[CH3:15])(=[O:3])[CH3:2]. The yield is 0.640.